Dataset: Forward reaction prediction with 1.9M reactions from USPTO patents (1976-2016). Task: Predict the product of the given reaction. The product is: [CH3:30][O:29]/[N:28]=[C:16]1/[C@@H:15]2[C@@H:25]([C@:23]3([CH3:24])[CH:18]([CH2:17]/1)[CH2:19][C:20](=[O:51])[CH2:21][CH2:22]3)[CH2:26][CH2:27][C@@:4]1([CH3:5])[C@H:6]2[CH2:7][CH2:8][C:3]1=[O:12]. Given the reactants C1CO[C:8]23OCC[O:12][C:3]2([C@:4]2([CH2:27][CH2:26][C@H:25]4[C@@H:15](/[C:16](=[N:28]/[O:29][CH3:30])/[CH2:17][CH:18]5[C@:23]4([CH3:24])[CH2:22][CH2:21][CH2:20][CH2:19]5)[C@@H:6]2[CH2:7]3)[CH3:5])O1.C([C@@H]1C2[C@](C)(CCC(=[O:51])C2)[C@@H]2[C@H]([C@H]3[C@@](CC2)(C)C(=O)CC3)C1)#N, predict the reaction product.